This data is from Forward reaction prediction with 1.9M reactions from USPTO patents (1976-2016). The task is: Predict the product of the given reaction. Given the reactants Cl.Cl.[CH3:3][N:4]1[CH2:9][CH2:8][N:7]([CH:10]2[CH2:19][CH2:18][C:17]3[CH:16]=[C:15]([C:20]([OH:22])=O)[CH:14]=[CH:13][C:12]=3[CH2:11]2)[CH2:6][CH2:5]1.[NH2:23][CH2:24][CH2:25][N:26]1[CH2:30][CH2:29][CH2:28][CH2:27]1, predict the reaction product. The product is: [N:26]1([CH2:25][CH2:24][NH:23][C:20]([C:15]2[CH:16]=[CH:17][C:18]3[CH2:19][CH:10]([N:7]4[CH2:8][CH2:9][N:4]([CH3:3])[CH2:5][CH2:6]4)[CH2:11][CH2:12][C:13]=3[CH:14]=2)=[O:22])[CH2:30][CH2:29][CH2:28][CH2:27]1.